Dataset: Full USPTO retrosynthesis dataset with 1.9M reactions from patents (1976-2016). Task: Predict the reactants needed to synthesize the given product. (1) Given the product [Cl:36][C:37]1[CH:38]=[C:39]([S:66]([CH3:69])(=[O:67])=[O:68])[CH:40]=[C:41]2[C:45]=1[N:44]([CH2:46][C:47]([O:49][C:50]([CH3:51])([CH3:53])[CH3:52])=[O:48])[C:43]([CH3:54])=[C:42]2[C:55]1[C:64]2[C:59](=[CH:60][CH:61]=[CH:62][CH:63]=2)[C:58]([OH:13])=[N:57][N:56]=1, predict the reactants needed to synthesize it. The reactants are: ClC1C=C2C(=CC=1)N(CC(O)=[O:13])C(C)=C2C1C2C(=CC=CC=2)C(=O)N(CC2C=CC(Cl)=C(F)C=2)N=1.[Cl:36][C:37]1[CH:38]=[C:39]([S:66]([CH3:69])(=[O:68])=[O:67])[CH:40]=[C:41]2[C:45]=1[N:44]([CH2:46][C:47]([O:49][C:50]([CH3:53])([CH3:52])[CH3:51])=[O:48])[C:43]([CH3:54])=[C:42]2[C:55]1[C:64]2[C:59](=[CH:60][CH:61]=[CH:62][CH:63]=2)[C:58](Cl)=[N:57][N:56]=1. (2) Given the product [ClH:1].[CH2:30]([NH:32][C:2]1[CH:3]=[CH:4][C:5]([C:8]([N:10]2[CH2:15][CH2:14][N:13]([S:16]([C:19]3[CH:24]=[CH:23][C:22]([C:25]([F:28])([F:27])[F:26])=[CH:21][CH:20]=3)(=[O:18])=[O:17])[CH2:12][C@@H:11]2[CH3:29])=[O:9])=[CH:6][N:7]=1)[CH3:31], predict the reactants needed to synthesize it. The reactants are: [Cl:1][C:2]1[N:7]=[CH:6][C:5]([C:8]([N:10]2[CH2:15][CH2:14][N:13]([S:16]([C:19]3[CH:24]=[CH:23][C:22]([C:25]([F:28])([F:27])[F:26])=[CH:21][CH:20]=3)(=[O:18])=[O:17])[CH2:12][C@@H:11]2[CH3:29])=[O:9])=[CH:4][CH:3]=1.[CH2:30]([NH2:32])[CH3:31].CO. (3) Given the product [F:1][C:2]1[C:7]([S:8]([CH3:11])(=[O:10])=[O:9])=[CH:6][CH:5]=[CH:4][C:3]=1[CH:12]1[CH2:17][CH2:16][N:15]([CH2:25][CH2:26][CH3:27])[CH2:14][CH2:13]1, predict the reactants needed to synthesize it. The reactants are: [F:1][C:2]1[C:7]([S:8]([CH3:11])(=[O:10])=[O:9])=[CH:6][CH:5]=[CH:4][C:3]=1[CH:12]1[CH2:17][CH2:16][NH:15][CH2:14][CH2:13]1.C(=O)([O-])[O-].[K+].[K+].I[CH2:25][CH2:26][CH3:27].O.